Dataset: Peptide-MHC class I binding affinity with 185,985 pairs from IEDB/IMGT. Task: Regression. Given a peptide amino acid sequence and an MHC pseudo amino acid sequence, predict their binding affinity value. This is MHC class I binding data. (1) The peptide sequence is RYPKTFGWLW. The MHC is Mamu-B52 with pseudo-sequence Mamu-B52. The binding affinity (normalized) is 0.641. (2) The peptide sequence is IKYFFNPL. The binding affinity (normalized) is 0.988. The MHC is H-2-Kb with pseudo-sequence H-2-Kb. (3) The peptide sequence is KEKGGLDGL. The MHC is HLA-B57:01 with pseudo-sequence HLA-B57:01. The binding affinity (normalized) is 0. (4) The peptide sequence is LRYGNVLDV. The MHC is HLA-B18:01 with pseudo-sequence HLA-B18:01. The binding affinity (normalized) is 0.0847.